This data is from Catalyst prediction with 721,799 reactions and 888 catalyst types from USPTO. The task is: Predict which catalyst facilitates the given reaction. Reactant: C(OC([NH:8][C@@H:9]([CH:47]([CH3:49])[CH3:48])[C:10]([O:12][CH2:13][N:14]1[CH:19]=[C:18]([F:20])[CH:17]=[C:16]([C:21]2[CH:26]=[C:25](/[CH:27]=[CH:28]/[C:29]3[CH:34]=[CH:33][C:32]([NH:35][S:36]([CH3:39])(=[O:38])=[O:37])=[CH:31][CH:30]=3)[C:24]([O:40][CH3:41])=[C:23]([C:42]([CH3:45])([CH3:44])[CH3:43])[CH:22]=2)[C:15]1=[O:46])=[O:11])=O)(C)(C)C.Cl.O1CCOCC1. Product: [C:42]([C:23]1[CH:22]=[C:21]([C:16]2[C:15](=[O:46])[N:14]([CH2:13][O:12][C:10](=[O:11])[C@@H:9]([NH2:8])[CH:47]([CH3:48])[CH3:49])[CH:19]=[C:18]([F:20])[CH:17]=2)[CH:26]=[C:25](/[CH:27]=[CH:28]/[C:29]2[CH:34]=[CH:33][C:32]([NH:35][S:36]([CH3:39])(=[O:38])=[O:37])=[CH:31][CH:30]=2)[C:24]=1[O:40][CH3:41])([CH3:43])([CH3:45])[CH3:44]. The catalyst class is: 2.